Dataset: Full USPTO retrosynthesis dataset with 1.9M reactions from patents (1976-2016). Task: Predict the reactants needed to synthesize the given product. (1) Given the product [N:1]1([C:7]([N:9]2[CH2:14][CH:13]([C:15]3[CH:20]=[CH:19][C:18]([C:21]([F:23])([F:24])[F:22])=[CH:17][CH:16]=3)[CH2:12][CH:11]([C:25]([OH:27])=[O:26])[CH2:10]2)=[O:8])[CH2:6][CH2:5][O:4][CH2:3][CH2:2]1, predict the reactants needed to synthesize it. The reactants are: [N:1]1([C:7]([N:9]2[CH2:14][CH:13]([C:15]3[CH:20]=[CH:19][C:18]([C:21]([F:24])([F:23])[F:22])=[CH:17][CH:16]=3)[CH2:12][CH:11]([C:25]([O:27]C)=[O:26])[CH2:10]2)=[O:8])[CH2:6][CH2:5][O:4][CH2:3][CH2:2]1.CC(C)([O-])C.[K+]. (2) Given the product [Cl:60][C:61]1[CH:68]=[CH:67][C:64]([CH2:65][NH:66][C:23]([C:16]2[CH:15]=[C:14]3[C:19]([C:20](=[O:21])[N:11]([C:5]4[N:4]=[C:3]([O:2][CH3:1])[C:8]([O:9][CH3:10])=[CH:7][N:6]=4)[C:12](=[S:26])[NH:13]3)=[C:18]([CH3:22])[CH:17]=2)=[O:24])=[CH:63][CH:62]=1, predict the reactants needed to synthesize it. The reactants are: [CH3:1][O:2][C:3]1[C:8]([O:9][CH3:10])=[CH:7][N:6]=[C:5]([N:11]2[C:20](=[O:21])[C:19]3[C:14](=[CH:15][C:16]([C:23](O)=[O:24])=[CH:17][C:18]=3[CH3:22])[NH:13][C:12]2=[S:26])[N:4]=1.CCN(C(C)C)C(C)C.CN(C(ON1N=NC2C=CC=NC1=2)=[N+](C)C)C.F[P-](F)(F)(F)(F)F.[Cl:60][C:61]1[CH:68]=[CH:67][C:64]([CH2:65][NH2:66])=[CH:63][CH:62]=1.